From a dataset of Full USPTO retrosynthesis dataset with 1.9M reactions from patents (1976-2016). Predict the reactants needed to synthesize the given product. (1) Given the product [CH3:38][N:39]([CH3:45])[C@@H:40]1[CH2:44][CH2:43][N:42]([C:21]2[N:20]=[C:19]([O:18][C:11]3[C:12]4[C:17](=[CH:16][CH:15]=[CH:14][CH:13]=4)[C:8]([NH:7][C:5](=[O:6])[C:4]4[CH:29]=[C:30]([N:32]5[CH2:37][CH2:36][CH2:35][CH2:34][CH2:33]5)[CH:31]=[C:2]([F:1])[CH:3]=4)=[CH:9][CH:10]=3)[CH:24]=[CH:23][N:22]=2)[CH2:41]1, predict the reactants needed to synthesize it. The reactants are: [F:1][C:2]1[CH:3]=[C:4]([CH:29]=[C:30]([N:32]2[CH2:37][CH2:36][CH2:35][CH2:34][CH2:33]2)[CH:31]=1)[C:5]([NH:7][C:8]1[C:17]2[C:12](=[CH:13][CH:14]=[CH:15][CH:16]=2)[C:11]([O:18][C:19]2[CH:24]=[CH:23][N:22]=[C:21](S(C)(=O)=O)[N:20]=2)=[CH:10][CH:9]=1)=[O:6].[CH3:38][N:39]([CH3:45])[C@@H:40]1[CH2:44][CH2:43][NH:42][CH2:41]1. (2) Given the product [CH2:56]([O:63][C:64](=[O:70])[C@H:65]([CH2:67][CH2:68][CH3:69])[NH:66][C:14](=[O:16])[C@@H:13]1[CH2:17][CH2:18][CH2:19][N:12]1[C:10](=[O:11])[CH2:9][NH:8][C:20]([O:22][CH2:23][C:24]1[CH:25]=[CH:26][CH:27]=[CH:28][CH:29]=1)=[O:21])[C:57]1[CH:62]=[CH:61][CH:60]=[CH:59][CH:58]=1, predict the reactants needed to synthesize it. The reactants are: C([N:8]([C:20]([O:22][CH2:23][C:24]1[CH:29]=[CH:28][CH:27]=[CH:26][CH:25]=1)=[O:21])[CH2:9][C:10]([N:12]1[CH2:19][CH2:18][CH2:17][C@H:13]1[C:14]([OH:16])=O)=[O:11])C1C=CC=CC=1.C(N(C(C)C)CC)(C)C.ClC(OCC)=O.C1(C)C=CC(S(O)(=O)=O)=CC=1.[CH2:56]([O:63][C:64](=[O:70])[C@H:65]([CH2:67][CH2:68][CH3:69])[NH2:66])[C:57]1[CH:62]=[CH:61][CH:60]=[CH:59][CH:58]=1. (3) The reactants are: S1C(C2C=CN=C([NH:12][CH2:13][CH2:14][CH2:15][N:16]3[CH2:21][CH2:20][N:19]([CH3:22])[CH2:18][CH2:17]3)N=2)=CC2C=CC=CC1=2.[Br:27][C:28]1[CH:29]=[CH:30][C:31]2[CH:35]=[C:34]([C:36]3[C:41]([Cl:42])=[CH:40][N:39]=[C:38](Cl)[N:37]=3)[S:33][C:32]=2[CH:44]=1. Given the product [ClH:42].[ClH:42].[ClH:42].[Br:27][C:28]1[CH:29]=[CH:30][C:31]2[CH:35]=[C:34]([C:36]3[C:41]([Cl:42])=[CH:40][N:39]=[C:38]([NH:12][CH2:13][CH2:14][CH2:15][N:16]4[CH2:17][CH2:18][N:19]([CH3:22])[CH2:20][CH2:21]4)[N:37]=3)[S:33][C:32]=2[CH:44]=1, predict the reactants needed to synthesize it. (4) Given the product [C:1]1([CH:7]([C:11]2[CH:16]=[CH:15][CH:14]=[CH:13][CH:12]=2)[C:8]([NH:10][C:21](=[O:22])[CH2:17][CH2:18][CH2:19][CH3:20])=[O:9])[CH:2]=[CH:3][CH:4]=[CH:5][CH:6]=1, predict the reactants needed to synthesize it. The reactants are: [C:1]1([CH:7]([C:11]2[CH:16]=[CH:15][CH:14]=[CH:13][CH:12]=2)[C:8]([NH2:10])=[O:9])[CH:6]=[CH:5][CH:4]=[CH:3][CH:2]=1.[CH2:17]([C:21](Cl)=[O:22])[CH2:18][CH2:19][CH3:20]. (5) Given the product [Cl:31][CH:29]([O:28][C:26]([NH:12][CH2:11][C:4]1([CH2:7][C:8]([OH:10])=[O:9])[CH2:3][CH2:2][CH2:1][CH2:6][CH2:5]1)=[O:27])[CH3:30], predict the reactants needed to synthesize it. The reactants are: [CH2:1]1[CH2:6][CH2:5][C:4]([CH2:11][NH2:12])([CH2:7][C:8]([OH:10])=[O:9])[CH2:3][CH2:2]1.C(N(CC)CC)C.Cl[Si](C)(C)C.Cl[C:26]([O:28][CH:29]([Cl:31])[CH3:30])=[O:27]. (6) Given the product [F:24][C:25]([F:30])([F:29])[C:26]([OH:28])=[O:27].[CH2:19]([O:18][C:16]([C:3]1([CH2:1][CH3:2])[CH2:8][CH2:7][NH:6][CH2:5][CH2:4]1)=[O:17])[CH3:20], predict the reactants needed to synthesize it. The reactants are: [CH2:1]([C:3]1([C:16]([O:18][CH2:19][CH3:20])=[O:17])[CH2:8][CH2:7][N:6](C(OC(C)(C)C)=O)[CH2:5][CH2:4]1)[CH3:2].ClCCl.[F:24][C:25]([F:30])([F:29])[C:26]([OH:28])=[O:27]. (7) Given the product [CH2:20]([C@@H:17]1[CH2:18][CH2:19][C@H:14]([O:13][C:12]2[C:3]([C:2]([F:1])([F:26])[F:27])=[C:4]3[C:9](=[CH:10][CH:11]=2)[CH:8]=[C:7]([CH:24]=[O:25])[CH:6]=[CH:5]3)[CH2:15][CH2:16]1)[CH3:28], predict the reactants needed to synthesize it. The reactants are: [F:1][C:2]([F:27])([F:26])[C:3]1[C:12]([O:13][C@H:14]2[CH2:19][CH2:18][C@@H:17]([C:20](F)(F)F)[CH2:16][CH2:15]2)=[CH:11][CH:10]=[C:9]2[C:4]=1[CH:5]=[CH:6][C:7]([CH:24]=[O:25])=[CH:8]2.[CH2:28]([C@H]1CC[C@H](O)CC1)C. (8) The reactants are: [NH2:1][C:2]1[CH:7]=[C:6]([O:8][CH3:9])[C:5]([Br:10])=[CH:4][C:3]=1[NH:11][C:12]1[CH:20]=[C:19]([Cl:21])[CH:18]=[CH:17][C:13]=1[C:14](O)=[O:15].CN(C(ON1N=NC2C=CC=NC1=2)=[N+](C)C)C.F[P-](F)(F)(F)(F)F.CCN(CC)CC. Given the product [Br:10][C:5]1[C:6]([O:8][CH3:9])=[CH:7][C:2]2[NH:1][C:14](=[O:15])[C:13]3[CH:17]=[CH:18][C:19]([Cl:21])=[CH:20][C:12]=3[NH:11][C:3]=2[CH:4]=1, predict the reactants needed to synthesize it. (9) Given the product [O:39]=[C:30]1[C:31]2[C:32](=[CH:35][CH:36]=[CH:37][CH:38]=2)[C:33](=[O:34])[N:29]1[CH2:23][CH2:24][CH2:25][CH2:26][C:27]1[N:9]=[N:8][N:7]([CH2:10][C:11]([NH:13][CH2:14][CH2:15][C:16]2[CH:17]=[CH:18][C:19]([OH:22])=[CH:20][CH:21]=2)=[O:12])[CH:28]=1, predict the reactants needed to synthesize it. The reactants are: C(O)(C)(C)C.O.[N:7]([CH2:10][C:11]([NH:13][CH2:14][CH2:15][C:16]1[CH:21]=[CH:20][C:19]([OH:22])=[CH:18][CH:17]=1)=[O:12])=[N+:8]=[N-:9].[CH2:23]([N:29]1[C:33](=[O:34])[C:32]2=[CH:35][CH:36]=[CH:37][CH:38]=[C:31]2[C:30]1=[O:39])[CH2:24][CH2:25][CH2:26][C:27]#[CH:28].O=C1O[C@H]([C@H](CO)O)C([O-])=C1O.[Na+].